This data is from Full USPTO retrosynthesis dataset with 1.9M reactions from patents (1976-2016). The task is: Predict the reactants needed to synthesize the given product. (1) The reactants are: Cl[C:2]([O:4][CH3:5])=[O:3].[NH2:6][C:7]1[CH:8]=[CH:9][C:10]([N:13]2[CH2:29][CH2:28][CH2:27][C@@:15]3([C:19](=[O:20])[N:18]([CH:21]4[CH2:26][CH2:25][O:24][CH2:23][CH2:22]4)[CH2:17][CH2:16]3)[CH2:14]2)=[N:11][CH:12]=1.C(N(CC)C(C)C)(C)C.C(Cl)Cl. Given the product [CH3:5][O:4][C:2](=[O:3])[NH:6][C:7]1[CH:12]=[N:11][C:10]([N:13]2[CH2:29][CH2:28][CH2:27][C@@:15]3([C:19](=[O:20])[N:18]([CH:21]4[CH2:22][CH2:23][O:24][CH2:25][CH2:26]4)[CH2:17][CH2:16]3)[CH2:14]2)=[CH:9][CH:8]=1, predict the reactants needed to synthesize it. (2) Given the product [Cl:2][C:3]1[CH:4]=[C:5]2[C:9](=[CH:10][CH:11]=1)[NH:8][CH:7]=[C:6]2[CH2:12][CH2:13][NH:14][C:24](=[O:25])[C:23]1[CH:27]=[CH:28][C:20]([C:16]2[S:15][CH:19]=[CH:18][CH:17]=2)=[CH:21][CH:22]=1, predict the reactants needed to synthesize it. The reactants are: Cl.[Cl:2][C:3]1[CH:4]=[C:5]2[C:9](=[CH:10][CH:11]=1)[NH:8][CH:7]=[C:6]2[CH2:12][CH2:13][NH2:14].[S:15]1[CH:19]=[CH:18][CH:17]=[C:16]1[C:20]1[CH:28]=[CH:27][C:23]([C:24](Cl)=[O:25])=[CH:22][CH:21]=1.C(N(CC)CC)C. (3) Given the product [Br:13][C:6]1[CH:7]=[C:2]([Br:1])[C:3]2[N:4]([CH:9]=[CH:10][N:11]=2)[N:5]=1, predict the reactants needed to synthesize it. The reactants are: [Br:1][C:2]1[C:3]2[N:4]([C:9](I)=[CH:10][N:11]=2)[N:5]=[C:6](Cl)[CH:7]=1.[BrH:13].O. (4) Given the product [CH2:9]([N:11]([CH2:22][C:23]1[N:24]=[C:25]2[CH:30]=[CH:29][CH:28]=[C:27]([N:31]3[CH2:32][CH2:33][N:34]([CH3:37])[CH2:35][CH2:36]3)[N:26]2[CH:38]=1)[C@@H:12]1[C:21]2[N:20]=[CH:19][CH:18]=[CH:17][C:16]=2[CH2:15][CH2:14][CH2:13]1)[CH2:6][CH2:5][CH3:4], predict the reactants needed to synthesize it. The reactants are: COC1C=C[C:6]([C@@H:9]([N:11]([CH2:22][C:23]2[N:24]=[C:25]3[CH:30]=[CH:29][CH:28]=[C:27]([N:31]4[CH2:36][CH2:35][N:34]([CH3:37])[CH2:33][CH2:32]4)[N:26]3[CH:38]=2)[C@@H:12]2[C:21]3[N:20]=[CH:19][CH:18]=[CH:17][C:16]=3[CH2:15][CH2:14][CH2:13]2)C)=[CH:5][CH:4]=1.C(=O)CCC. (5) Given the product [NH2:11][C@H:12]1[CH2:17][CH2:16][C@@H:15]([NH:18][C:19](=[O:25])[O:20][C:21]([CH3:22])([CH3:23])[CH3:24])[CH2:14][C@H:13]1[CH2:26][O:27][CH3:28], predict the reactants needed to synthesize it. The reactants are: C(OC([NH:11][C@H:12]1[CH2:17][CH2:16][C@@H:15]([NH:18][C:19](=[O:25])[O:20][C:21]([CH3:24])([CH3:23])[CH3:22])[CH2:14][C@H:13]1[CH2:26][O:27][CH3:28])=O)C1C=CC=CC=1.